From a dataset of Full USPTO retrosynthesis dataset with 1.9M reactions from patents (1976-2016). Predict the reactants needed to synthesize the given product. (1) Given the product [CH2:35]([N:23]([CH2:16][C:17]1[CH:22]=[CH:21][CH:20]=[CH:19][CH:18]=1)[C@@H:24]1[CH2:33][CH2:32][C:31]2[C:26](=[C:27]([C:5]3[CH:4]=[N:3][N:2]([CH3:1])[CH:6]=3)[CH:28]=[CH:29][CH:30]=2)[CH2:25]1)[C:36]1[CH:37]=[CH:38][CH:39]=[CH:40][CH:41]=1, predict the reactants needed to synthesize it. The reactants are: [CH3:1][N:2]1[CH:6]=[C:5](B2OC(C)(C)C(C)(C)O2)[CH:4]=[N:3]1.[CH2:16]([N:23]([CH2:35][C:36]1[CH:41]=[CH:40][CH:39]=[CH:38][CH:37]=1)[C@@H:24]1[CH2:33][CH2:32][C:31]2[C:26](=[C:27](Br)[CH:28]=[CH:29][CH:30]=2)[CH2:25]1)[C:17]1[CH:22]=[CH:21][CH:20]=[CH:19][CH:18]=1. (2) Given the product [N:15]1[C:24]2[C:19](=[CH:20][CH:21]=[CH:22][CH:23]=2)[CH:18]=[CH:17][C:16]=1[CH2:25][NH:14][CH2:13][CH2:12][CH2:11][N:8]1[CH2:7][CH2:6][N:5]([CH2:4][CH2:3][CH2:2][NH:1][CH2:25][C:16]2[CH:17]=[CH:18][C:19]3[C:24](=[CH:23][CH:22]=[CH:21][CH:20]=3)[N:15]=2)[CH2:10][CH2:9]1, predict the reactants needed to synthesize it. The reactants are: [NH2:1][CH2:2][CH2:3][CH2:4][N:5]1[CH2:10][CH2:9][N:8]([CH2:11][CH2:12][CH2:13][NH2:14])[CH2:7][CH2:6]1.[N:15]1[C:24]2[C:19](=[CH:20][CH:21]=[CH:22][CH:23]=2)[CH:18]=[CH:17][C:16]=1[CH:25]=O.[BH4-].[Na+].O.